From a dataset of Full USPTO retrosynthesis dataset with 1.9M reactions from patents (1976-2016). Predict the reactants needed to synthesize the given product. (1) The reactants are: [Cl:1][C:2]1[CH:3]=[C:4]([N:22]([CH2:33][CH3:34])[C@H:23]2[C@H:27]([O:28][CH2:29][CH2:30][O:31][CH3:32])[CH2:26][O:25][CH2:24]2)[C:5]([CH3:21])=[C:6]([CH:20]=1)[C:7]([NH:9][CH2:10][C:11]1[C:12]([CH3:19])=[N:13][N:14]([CH3:18])[C:15]=1[O:16]C)=[O:8].Cl. Given the product [Cl:1][C:2]1[CH:3]=[C:4]([N:22]([CH2:33][CH3:34])[C@H:23]2[C@H:27]([O:28][CH2:29][CH2:30][O:31][CH3:32])[CH2:26][O:25][CH2:24]2)[C:5]([CH3:21])=[C:6]([CH:20]=1)[C:7]([NH:9][CH2:10][C:11]1[C:15](=[O:16])[N:14]([CH3:18])[NH:13][C:12]=1[CH3:19])=[O:8], predict the reactants needed to synthesize it. (2) Given the product [CH:15]1([CH2:14][C@H:13]([NH:21][C:22](=[O:23])[O:24][C:25]([CH3:28])([CH3:27])[CH3:26])[CH:12]([NH:32][CH3:31])[CH2:29][CH3:30])[CH2:20][CH2:19][CH2:18][CH2:17][CH2:16]1, predict the reactants needed to synthesize it. The reactants are: CC1C=CC(S(O[CH:12]([CH2:29][CH3:30])[C@@H:13]([NH:21][C:22]([O:24][C:25]([CH3:28])([CH3:27])[CH3:26])=[O:23])[CH2:14][CH:15]2[CH2:20][CH2:19][CH2:18][CH2:17][CH2:16]2)(=O)=O)=CC=1.[CH3:31][NH2:32]. (3) Given the product [Cl:1][C:2]1[N:7]=[C:6]2[CH:8]=[CH:9][CH:10]=[N:11][C:5]2=[N:4][C:3]=1[C:13]1[CH:18]=[CH:17][CH:16]=[CH:15][CH:14]=1, predict the reactants needed to synthesize it. The reactants are: [Cl:1][C:2]1[N:7]=[C:6]2[CH:8]=[CH:9][CH:10]=[N:11][C:5]2=[N:4][C:3]=1Cl.[C:13]1(B(O)O)[CH:18]=[CH:17][CH:16]=[CH:15][CH:14]=1.C(=O)([O-])[O-].[K+].[K+]. (4) Given the product [F:1][C@H:2]1[CH2:19][C@@:17]2([CH3:18])[C@@H:13]([CH2:14][CH2:15][C@@H:16]2[OH:20])[C@H:12]2[C@H:3]1[C:4]1[CH:5]=[CH:6][C:7]([OH:27])=[CH:8][C:9]=1[CH2:10][C@H:11]2[CH2:21][CH2:22][CH2:23][CH2:24][CH2:25][N:29]([CH3:28])[CH2:30][CH2:31][CH2:32][O:33][C:34]1[CH:39]=[CH:38][CH:37]=[CH:36][CH:35]=1, predict the reactants needed to synthesize it. The reactants are: [F:1][C@H:2]1[CH2:19][C@@:17]2([CH3:18])[C@@H:13]([CH2:14][CH2:15][C@@H:16]2[OH:20])[C@H:12]2[C@H:3]1[C:4]1[CH:5]=[CH:6][C:7]([OH:27])=[CH:8][C:9]=1[CH2:10][C@H:11]2[CH2:21][CH2:22][CH2:23][CH2:24][CH2:25]I.[CH3:28][NH:29][CH2:30][CH2:31][CH2:32][O:33][C:34]1[CH:39]=[CH:38][CH:37]=[CH:36][CH:35]=1.[Cl-].[Na+]. (5) Given the product [C:1]([C:3]1[C@@H:8]([C:9]2[CH:14]=[CH:13][C:12]([C:15]#[N:16])=[CH:11][C:10]=2[S:17]([CH3:20])(=[O:18])=[O:19])[N:7]([CH2:21][C:22]([NH:61][CH2:62][CH2:63][OH:64])=[O:23])[C:6](=[O:25])[N:5]([C:26]2[CH:31]=[CH:30][CH:29]=[C:28]([C:32]([F:34])([F:33])[F:35])[CH:27]=2)[C:4]=1[CH3:36])#[N:2], predict the reactants needed to synthesize it. The reactants are: [C:1]([C:3]1[C@@H:8]([C:9]2[CH:14]=[CH:13][C:12]([C:15]#[N:16])=[CH:11][C:10]=2[S:17]([CH3:20])(=[O:19])=[O:18])[N:7]([CH2:21][C:22](O)=[O:23])[C:6](=[O:25])[N:5]([C:26]2[CH:31]=[CH:30][CH:29]=[C:28]([C:32]([F:35])([F:34])[F:33])[CH:27]=2)[C:4]=1[CH3:36])#[N:2].CN(C(ON1N=NC2C=CC=NC1=2)=[N+](C)C)C.F[P-](F)(F)(F)(F)F.[NH2:61][CH2:62][CH2:63][OH:64].C(N(CC)C(C)C)(C)C. (6) Given the product [CH3:15][O:18][C:27](=[O:26])[C:11]1[CH:10]=[CH:9][CH:8]=[C:4]([C:5]([O:7][CH3:28])=[O:6])[C:3]=1[O:2][CH3:1], predict the reactants needed to synthesize it. The reactants are: [CH3:1][O:2][C:3]1[C:11](C(O)=O)=[CH:10][CH:9]=[CH:8][C:4]=1[C:5]([OH:7])=[O:6].[C:15](=[O:18])([O-])[O-].[K+].[K+].S([O:26][CH3:27])(OC)(=O)=O.[CH3:28]C(C)=O.